Task: Predict which catalyst facilitates the given reaction.. Dataset: Catalyst prediction with 721,799 reactions and 888 catalyst types from USPTO (1) Reactant: F[B-](F)(F)F.[CH3:6][O+](C)C.[C:10]([O:14][C:15]([N:17]1[CH2:23][CH2:22][C:21](=[O:24])[NH:20][CH2:19][CH2:18]1)=[O:16])([CH3:13])([CH3:12])[CH3:11]. Product: [C:10]([O:14][C:15]([N:17]1[CH2:23][CH2:22][C:21]([O:24][CH3:6])=[N:20][CH2:19][CH2:18]1)=[O:16])([CH3:13])([CH3:11])[CH3:12]. The catalyst class is: 4. (2) Reactant: [Br:1][C:2]1[CH:3]=[C:4]([NH:9][C:10]2[C:11]3[CH:19]=[C:18]([NH:20]CC4C=CC(OC)=CC=4)[N:17]=[CH:16][C:12]=3[N:13]=[CH:14][N:15]=2)[CH:5]=[CH:6][C:7]=1[Cl:8].FC(F)(F)C(O)=O.C1(OC)C=CC=CC=1. Product: [Br:1][C:2]1[CH:3]=[C:4]([NH:9][C:10]2[C:11]3[CH:19]=[C:18]([NH2:20])[N:17]=[CH:16][C:12]=3[N:13]=[CH:14][N:15]=2)[CH:5]=[CH:6][C:7]=1[Cl:8]. The catalyst class is: 2. (3) The catalyst class is: 732. Reactant: [CH3:1][O:2][C:3](=[O:26])[CH2:4][CH:5]1[CH2:10][CH2:9][CH:8]([C:11]2[CH:16]=[CH:15][C:14]([C:17]3[C:22]([O:23][CH3:24])=[CH:21][C:20]([NH2:25])=[CH:19][N:18]=3)=[CH:13][CH:12]=2)[CH2:7][CH2:6]1.[C:27]1(B(O)O)[CH:32]=[CH:31][CH:30]=[CH:29][CH:28]=1.N1C=CC=CC=1. Product: [CH3:1][O:2][C:3](=[O:26])[CH2:4][CH:5]1[CH2:6][CH2:7][CH:8]([C:11]2[CH:16]=[CH:15][C:14]([C:17]3[C:22]([O:23][CH3:24])=[CH:21][C:20]([NH:25][C:27]4[CH:32]=[CH:31][CH:30]=[CH:29][CH:28]=4)=[CH:19][N:18]=3)=[CH:13][CH:12]=2)[CH2:9][CH2:10]1.